The task is: Predict the reaction yield, written as a fraction of the theoretical maximum amount of product (1.0 means a 100% yield; for example, 0.34 means a 34% yield).. This data is from Reaction yield outcomes from USPTO patents with 853,638 reactions. (1) The product is [F:29][C:4]1[CH:3]=[C:2]([N:30]2[CH2:34][CH2:33][CH2:32][C:31]2=[O:35])[C:7]([F:8])=[CH:6][C:5]=1[N:9]1[CH:14]=[C:13]([O:15][CH3:16])[C:12](=[O:17])[C:11]([C:18]2[N:22]([C:23]3[CH:28]=[CH:27][CH:26]=[CH:25][CH:24]=3)[N:21]=[CH:20][CH:19]=2)=[N:10]1. The reactants are Br[C:2]1[C:7]([F:8])=[CH:6][C:5]([N:9]2[CH:14]=[C:13]([O:15][CH3:16])[C:12](=[O:17])[C:11]([C:18]3[N:22]([C:23]4[CH:28]=[CH:27][CH:26]=[CH:25][CH:24]=4)[N:21]=[CH:20][CH:19]=3)=[N:10]2)=[C:4]([F:29])[CH:3]=1.[NH:30]1[CH2:34][CH2:33][CH2:32][C:31]1=[O:35].CNCCNC.[O-]P([O-])([O-])=O.[K+].[K+].[K+]. The yield is 0.0600. The catalyst is O1CCOCC1.[Cu]I. (2) The reactants are [S:1]1[CH:5]=[CH:4][CH:3]=[C:2]1[CH2:6][CH2:7][NH2:8].[Br:9][C:10]1[CH:11]=[C:12]2[C:18]([C:19](OC)=[O:20])=[CH:17][NH:16][C:13]2=[N:14][CH:15]=1. No catalyst specified. The product is [Br:9][C:10]1[CH:11]=[C:12]2[C:18]([C:19]([NH:8][CH2:7][CH2:6][C:2]3[S:1][CH:5]=[CH:4][CH:3]=3)=[O:20])=[CH:17][NH:16][C:13]2=[N:14][CH:15]=1. The yield is 0.370.